Dataset: Reaction yield outcomes from USPTO patents with 853,638 reactions. Task: Predict the reaction yield, written as a fraction of the theoretical maximum amount of product (1.0 means a 100% yield; for example, 0.34 means a 34% yield). (1) The reactants are Br[C:2]1([Br:10])[CH:9]2[CH:3]1[CH2:4][CH2:5][CH2:6][CH2:7][CH2:8]2.[C:11]([O:15][CH3:16])(=[O:14])[CH2:12][OH:13].[Al]. The catalyst is C1(C)C=CC=CC=1.Cl([O-])(=O)(=O)=O.[Ag+]. The product is [Br:10][C:2]1[CH:3]([CH:12]([OH:13])[C:11]([O:15][CH3:16])=[O:14])[CH2:4][CH2:5][CH2:6][CH2:7][CH2:8][CH:9]=1. The yield is 0.660. (2) The reactants are [CH2:1]([Zn]CC)C.ClCI.[Si:9]([O:16][CH2:17][CH2:18][C:19](=[CH2:22])[CH2:20][OH:21])([C:12]([CH3:15])([CH3:14])[CH3:13])([CH3:11])[CH3:10].[NH4+].[Cl-]. The catalyst is C(Cl)Cl. The product is [Si:9]([O:16][CH2:17][CH2:18][C:19]1([CH2:20][OH:21])[CH2:1][CH2:22]1)([C:12]([CH3:15])([CH3:14])[CH3:13])([CH3:10])[CH3:11]. The yield is 0.970. (3) The reactants are C(OC(=O)[N:7]([C:19]1[CH:24]=[CH:23][C:22]([CH:25](O)[C:26]2[C:34]3[C:29](=[N:30][CH:31]=[C:32]([O:35][Si:36]([CH:43]([CH3:45])[CH3:44])([CH:40]([CH3:42])[CH3:41])[CH:37]([CH3:39])[CH3:38])[CH:33]=3)[NH:28][CH:27]=2)=[CH:21][N:20]=1)[CH2:8][C:9]1[CH:14]=[CH:13][C:12]([C:15]([F:18])([F:17])[F:16])=[CH:11][CH:10]=1)(C)(C)C.FC(F)(F)C(O)=O.C([SiH](CC)CC)C. The catalyst is C(#N)C. The product is [F:17][C:15]([F:16])([F:18])[C:12]1[CH:13]=[CH:14][C:9]([CH2:8][NH:7][C:19]2[CH:24]=[CH:23][C:22]([CH2:25][C:26]3[C:34]4[C:29](=[N:30][CH:31]=[C:32]([O:35][Si:36]([CH:40]([CH3:42])[CH3:41])([CH:37]([CH3:38])[CH3:39])[CH:43]([CH3:44])[CH3:45])[CH:33]=4)[NH:28][CH:27]=3)=[CH:21][N:20]=2)=[CH:10][CH:11]=1. The yield is 0.970. (4) The reactants are [H-].[Na+].[CH3:3][C:4]1[NH:5][CH:6]=[CH:7][N:8]=1.[Br:9][C:10]1[CH:11]=[N:12][CH:13]=[C:14]([CH2:16]Cl)[CH:15]=1. The catalyst is C1COCC1.C(O)C. The product is [Br:9][C:10]1[CH:11]=[N:12][CH:13]=[C:14]([CH2:16][N:5]2[CH:6]=[CH:7][N:8]=[C:4]2[CH3:3])[CH:15]=1. The yield is 0.530. (5) The reactants are [CH3:1][O:2][CH2:3][CH2:4][NH:5][CH2:6][CH2:7][O:8][CH3:9].[Br:10][C:11]1[CH:16]=[CH:15][C:14]([S:17](Cl)(=[O:19])=[O:18])=[CH:13][CH:12]=1. No catalyst specified. The product is [Br:10][C:11]1[CH:16]=[CH:15][C:14]([S:17]([N:5]([CH2:6][CH2:7][O:8][CH3:9])[CH2:4][CH2:3][O:2][CH3:1])(=[O:19])=[O:18])=[CH:13][CH:12]=1. The yield is 0.990. (6) The reactants are [Li+].C[Si]([N-][Si](C)(C)C)(C)C.[CH3:11][N:12]([C:25](=[O:28])[CH2:26][CH3:27])[N:13]=[C:14]([C:20]([O:22]CC)=O)[C:15]([O:17]CC)=[O:16].O. The catalyst is C1COCC1. The product is [OH:22][C:20]1[C:14]([C:15]([OH:17])=[O:16])=[N:13][N:12]([CH3:11])[C:25](=[O:28])[C:26]=1[CH3:27]. The yield is 0.470. (7) The reactants are [CH3:1][S:2][C:3]1[CH:8]=[CH:7][C:6]([NH:9][C:10]2[C:19]3[C:14](=[CH:15][CH:16]=[CH:17][CH:18]=3)[N:13]=[C:12]([CH3:20])[N:11]=2)=[CH:5][CH:4]=1.[H-].[Na+].[CH3:23]I. The catalyst is CN(C=O)C.CCOC(C)=O. The product is [CH3:1][S:2][C:3]1[CH:4]=[CH:5][C:6]([N:9]([C:10]2[C:19]3[C:14](=[CH:15][CH:16]=[CH:17][CH:18]=3)[N:13]=[C:12]([CH3:20])[N:11]=2)[CH3:23])=[CH:7][CH:8]=1. The yield is 0.407. (8) The product is [CH3:16][C@H:10]1[CH2:11][N:12]([CH3:15])[CH2:13][CH2:14][N:9]1[C:6]1[C:7]([F:8])=[C:2]([NH:19][NH2:20])[N:3]=[C:4]([CH3:17])[N:5]=1. The catalyst is CS(C)=O. The yield is 0.430. The reactants are Cl[C:2]1[C:7]([F:8])=[C:6]([N:9]2[CH2:14][CH2:13][N:12]([CH3:15])[CH2:11][C@@H:10]2[CH3:16])[N:5]=[C:4]([CH3:17])[N:3]=1.O.[NH2:19][NH2:20]. (9) The reactants are [C:1]1([NH2:8])[CH:6]=[CH:5][CH:4]=[CH:3][C:2]=1[NH2:7].[F:9][C:10]([F:23])([F:22])[C:11]1[CH:12]=[C:13]([C:17](=O)[C:18](=O)[CH3:19])[CH:14]=[CH:15][CH:16]=1.Cl. The catalyst is O. The product is [CH3:19][C:18]1[C:17]([C:13]2[CH:14]=[CH:15][CH:16]=[C:11]([C:10]([F:9])([F:22])[F:23])[CH:12]=2)=[N:8][C:1]2[C:2](=[CH:3][CH:4]=[CH:5][CH:6]=2)[N:7]=1. The yield is 0.540. (10) The catalyst is C1C=CC=CC=1. The reactants are [Cl:1][C:2]1[CH:7]=[C:6]([O:8][C:9]2[C:10]([CH3:19])=[N:11][CH:12]=[C:13]([C:17]=2[CH3:18])[C:14]([OH:16])=[O:15])[CH:5]=[CH:4][N:3]=1.[CH2:20](O)[CH3:21].S(=O)(=O)(O)O.C([O-])(O)=O.[Na+]. The product is [Cl:1][C:2]1[CH:7]=[C:6]([O:8][C:9]2[C:10]([CH3:19])=[N:11][CH:12]=[C:13]([C:17]=2[CH3:18])[C:14]([O:16][CH2:20][CH3:21])=[O:15])[CH:5]=[CH:4][N:3]=1. The yield is 0.670.